This data is from Full USPTO retrosynthesis dataset with 1.9M reactions from patents (1976-2016). The task is: Predict the reactants needed to synthesize the given product. (1) Given the product [F:1][C:2]([F:29])([CH2:25][CH2:26][CH2:27][Br:31])[C:3]([F:24])([F:23])[C:4]([F:22])([F:21])[C:5]([F:20])([F:19])[C:6]([F:18])([F:17])[C:7]([F:16])([F:15])[C:8]([F:14])([F:13])[C:9]([F:12])([F:11])[F:10], predict the reactants needed to synthesize it. The reactants are: [F:1][C:2]([F:29])([CH2:25][CH2:26][CH2:27]O)[C:3]([F:24])([F:23])[C:4]([F:22])([F:21])[C:5]([F:20])([F:19])[C:6]([F:18])([F:17])[C:7]([F:16])([F:15])[C:8]([F:14])([F:13])[C:9]([F:12])([F:11])[F:10].C(Br)(Br)(Br)[Br:31].FO.CCCCCC. (2) Given the product [OH:26][NH:25][C:13](=[O:14])[C:12]([S:9]([C:6]1[CH:7]=[CH:8][C:3]([O:2][CH3:1])=[CH:4][CH:5]=1)(=[O:11])=[O:10])([CH2:20][C:21]#[C:22][CH3:23])[CH2:16][C:17]#[C:18][CH3:19], predict the reactants needed to synthesize it. The reactants are: [CH3:1][O:2][C:3]1[CH:8]=[CH:7][C:6]([S:9]([C:12]([CH2:20][C:21]#[C:22][CH3:23])([CH2:16][C:17]#[C:18][CH3:19])[C:13](O)=[O:14])(=[O:11])=[O:10])=[CH:5][CH:4]=1.Cl.[NH2:25][OH:26].